Task: Predict the product of the given reaction.. Dataset: Forward reaction prediction with 1.9M reactions from USPTO patents (1976-2016) Given the reactants Br[C:2]1[CH:3]=[C:4]([NH:10][C:11]2[CH:23]=[C:14]3[CH2:15][N:16]([CH:19]4[CH2:22][O:21][CH2:20]4)[CH2:17][CH2:18][N:13]3[N:12]=2)[C:5](=[O:9])[N:6]([CH3:8])[CH:7]=1.CC1(C)C(C)(C)[O:28][B:27](B2OC(C)(C)C(C)(C)O2)[O:26]1.C([O-])(=O)C.[K+], predict the reaction product. The product is: [CH3:8][N:6]1[C:5](=[O:9])[C:4]([NH:10][C:11]2[CH:23]=[C:14]3[CH2:15][N:16]([CH:19]4[CH2:22][O:21][CH2:20]4)[CH2:17][CH2:18][N:13]3[N:12]=2)=[CH:3][C:2]([B:27]([OH:28])[OH:26])=[CH:7]1.